From a dataset of Experimentally validated miRNA-target interactions with 360,000+ pairs, plus equal number of negative samples. Binary Classification. Given a miRNA mature sequence and a target amino acid sequence, predict their likelihood of interaction. (1) The miRNA is hsa-miR-17-5p with sequence CAAAGUGCUUACAGUGCAGGUAG. The protein sequence of the target gene is MEGVELKEEWQDEDFPIPLPEDDSIEADILAITGPEDQPGSLEVNGNKVRKKLMAPDISLTLDPSDGSVLSDDLDESGEIDLDGLDTPSENSNEFEWEDDLPKPKTTEVIRKGSITEYTAAEEKEDGRRWRMFRIGEQDHRVDMKAIEPYKKVISHGGYYGDGLNAIVVFAVCFMPESSQPNYRYLMDNLFKYVIGTLELLVAENYMIVYLNGATTRRKMPSLGWLRKCYQQIDRRLRKNLKSLIIVHPSWFIRTLLAVTRPFISSKFSQKIRYVFNLAELAELVPMEYVGIPECIKQVD.... Result: 1 (interaction). (2) The miRNA is hsa-miR-2681-5p with sequence GUUUUACCACCUCCAGGAGACU. The protein sequence of the target gene is MDDSKVVGGKVKKPGKRGRKPAKIDLKAKLERSRQSARECRARKKLRYQYLEELVSSRERAICALREELEMYKQWCMAMDQGKIPSEIKALLTGEEQNKSQQNSSRHTKAGKTDANSNSW. Result: 1 (interaction). (3) The miRNA is hsa-miR-541-3p with sequence UGGUGGGCACAGAAUCUGGACU. The protein sequence of the target gene is MVVFVGRRLPALLGLFKKKGSAKAENDKHLSVGPGQGPGSAVDEHQDNVFFPSGRPPHLEELHTQAQEGLRSLQHQEKQKLNKGGWDHGDTQSIQSSRTGPDEDNISFCSQTTSYVAESSTAEDALSIRSEMIQRKGSTFRPHDSFPKSGKSGRRRRERRSTVLGLPQHVQKELGLRNEREAPGTPRAPGARDAVRIPTVDGRPRGTSGMGARVSLQALEAEAEAGAETEAMLQRHIDRVYRDDTFVGRSTGTRAPPLTRPMSLAVPGLTGGAGPAEPLSPAMSISPQATYLSKLIPHAV.... Result: 0 (no interaction).